From a dataset of Reaction yield outcomes from USPTO patents with 853,638 reactions. Predict the reaction yield, written as a fraction of the theoretical maximum amount of product (1.0 means a 100% yield; for example, 0.34 means a 34% yield). (1) The reactants are Br[C:2]1[CH:3]=[CH:4][C:5]([N+:15]([O-:17])=[O:16])=[C:6]([CH:14]=1)[NH:7][C:8]1[CH:13]=[CH:12][CH:11]=[CH:10][CH:9]=1.[CH3:18][CH:19]1[CH2:24][NH:23][CH2:22][CH:21]([CH3:25])[NH:20]1.O. The catalyst is CN1C(=O)CCC1. The product is [CH3:18][CH:19]1[NH:20][CH:21]([CH3:25])[CH2:22][N:23]([C:2]2[CH:3]=[CH:4][C:5]([N+:15]([O-:17])=[O:16])=[C:6]([CH:14]=2)[NH:7][C:8]2[CH:13]=[CH:12][CH:11]=[CH:10][CH:9]=2)[CH2:24]1. The yield is 0.650. (2) The catalyst is C1COCC1.O. The reactants are [C:1]([NH:5][C:6]([NH:8][CH2:9][C:10]([CH3:32])([CH3:31])[CH:11]([C:15]1[CH:16]=[C:17]2[C:21](=[CH:22][CH:23]=1)[N:20]([C:24]1[CH:29]=[CH:28][C:27]([F:30])=[CH:26][CH:25]=1)[N:19]=[CH:18]2)[CH2:12][CH:13]=[CH2:14])=[O:7])([CH3:4])([CH3:3])[CH3:2].B1C2CCCC1CCC2.[OH-:42].[Na+].OO. The yield is 0.500. The product is [C:1]([NH:5][C:6]([NH:8][CH2:9][C:10]([CH3:32])([CH3:31])[CH:11]([C:15]1[CH:16]=[C:17]2[C:21](=[CH:22][CH:23]=1)[N:20]([C:24]1[CH:29]=[CH:28][C:27]([F:30])=[CH:26][CH:25]=1)[N:19]=[CH:18]2)[CH2:12][CH2:13][CH2:14][OH:42])=[O:7])([CH3:2])([CH3:3])[CH3:4]. (3) The reactants are [F:1][CH:2]([F:11])[C:3]([C:5]1[CH:10]=[CH:9][CH:8]=[CH:7][CH:6]=1)=[O:4].Br[C:13]1[CH:18]=[CH:17][CH:16]=[CH:15][C:14]=1[C:19]([F:22])([F:21])[F:20]. No catalyst specified. The product is [F:1][C:2]([F:11])([C:13]1[CH:18]=[CH:17][CH:16]=[CH:15][C:14]=1[C:19]([F:22])([F:21])[F:20])[C:3]([C:5]1[CH:6]=[CH:7][CH:8]=[CH:9][CH:10]=1)=[O:4]. The yield is 0.720.